This data is from Catalyst prediction with 721,799 reactions and 888 catalyst types from USPTO. The task is: Predict which catalyst facilitates the given reaction. Reactant: [NH2:1][CH2:2][C@@H:3]([NH:12][S@](C(C)(C)C)=O)[C:4]1[CH:9]=[C:8]([F:10])[CH:7]=[C:6]([Br:11])[CH:5]=1.N1C=CC=CC=1.[C:25](OC(=O)C)(=[O:27])[CH3:26].Cl. Product: [NH2:12][C@@H:3]([C:4]1[CH:9]=[C:8]([F:10])[CH:7]=[C:6]([Br:11])[CH:5]=1)[CH2:2][NH:1][C:25](=[O:27])[CH3:26]. The catalyst class is: 2.